The task is: Regression. Given two drug SMILES strings and cell line genomic features, predict the synergy score measuring deviation from expected non-interaction effect.. This data is from NCI-60 drug combinations with 297,098 pairs across 59 cell lines. (1) Drug 1: C1=NC(=NC(=O)N1C2C(C(C(O2)CO)O)O)N. Drug 2: CCC1(CC2CC(C3=C(CCN(C2)C1)C4=CC=CC=C4N3)(C5=C(C=C6C(=C5)C78CCN9C7C(C=CC9)(C(C(C8N6C)(C(=O)OC)O)OC(=O)C)CC)OC)C(=O)OC)O.OS(=O)(=O)O. Cell line: OVCAR-8. Synergy scores: CSS=1.16, Synergy_ZIP=0.797, Synergy_Bliss=3.31, Synergy_Loewe=1.06, Synergy_HSA=1.27. (2) Drug 1: CC1=C(C(CCC1)(C)C)C=CC(=CC=CC(=CC(=O)O)C)C. Drug 2: CN1C2=C(C=C(C=C2)N(CCCl)CCCl)N=C1CCCC(=O)O.Cl. Cell line: MDA-MB-231. Synergy scores: CSS=-1.94, Synergy_ZIP=0.847, Synergy_Bliss=0.0202, Synergy_Loewe=-3.75, Synergy_HSA=-2.62. (3) Drug 1: CCCCCOC(=O)NC1=NC(=O)N(C=C1F)C2C(C(C(O2)C)O)O. Drug 2: C(CCl)NC(=O)N(CCCl)N=O. Cell line: MDA-MB-435. Synergy scores: CSS=5.38, Synergy_ZIP=-1.32, Synergy_Bliss=-0.806, Synergy_Loewe=-6.25, Synergy_HSA=-4.79. (4) Drug 1: C1CCC(CC1)NC(=O)N(CCCl)N=O. Drug 2: C1=C(C(=O)NC(=O)N1)F. Cell line: UACC-257. Synergy scores: CSS=31.0, Synergy_ZIP=9.26, Synergy_Bliss=10.4, Synergy_Loewe=9.33, Synergy_HSA=10.0. (5) Drug 1: C1=CC(=C2C(=C1NCCNCCO)C(=O)C3=C(C=CC(=C3C2=O)O)O)NCCNCCO. Drug 2: C1CCC(CC1)NC(=O)N(CCCl)N=O. Cell line: HOP-62. Synergy scores: CSS=29.5, Synergy_ZIP=-9.57, Synergy_Bliss=-15.7, Synergy_Loewe=-42.7, Synergy_HSA=-15.0.